Predict which catalyst facilitates the given reaction. From a dataset of Catalyst prediction with 721,799 reactions and 888 catalyst types from USPTO. Reactant: [CH3:1][N:2]1[CH:6]=[CH:5][N:4]=[CH:3]1.[CH3:7][O:8][C:9]1[CH:10]=[C:11]([CH:14]=[CH:15][C:16]=1[O:17][CH3:18])[CH2:12][Br:13].C(OCC)C. Product: [Br-:13].[CH3:7][O:8][C:9]1[CH:10]=[C:11]([CH:14]=[CH:15][C:16]=1[O:17][CH3:18])[CH2:12][N:4]1[CH:5]=[CH:6][N+:2]([CH3:1])=[CH:3]1. The catalyst class is: 7.